From a dataset of Full USPTO retrosynthesis dataset with 1.9M reactions from patents (1976-2016). Predict the reactants needed to synthesize the given product. Given the product [Si:1]([O:8][CH2:9][C@@H:10]([O:14][Si:15]([C:28]([CH3:31])([CH3:30])[CH3:29])([C:16]1[CH:21]=[CH:20][CH:19]=[CH:18][CH:17]=1)[C:22]1[CH:23]=[CH:24][CH:25]=[CH:26][CH:27]=1)[CH2:11][CH2:12][NH:13][CH:35]([CH3:37])[CH3:34])([C:4]([CH3:6])([CH3:7])[CH3:5])([CH3:3])[CH3:2], predict the reactants needed to synthesize it. The reactants are: [Si:1]([O:8][CH2:9][C@@H:10]([O:14][Si:15]([C:28]([CH3:31])([CH3:30])[CH3:29])([C:22]1[CH:27]=[CH:26][CH:25]=[CH:24][CH:23]=1)[C:16]1[CH:21]=[CH:20][CH:19]=[CH:18][CH:17]=1)[CH2:11][CH2:12][NH2:13])([C:4]([CH3:7])([CH3:6])[CH3:5])([CH3:3])[CH3:2].C=O.[CH3:34][C:35]([CH3:37])=O.